From a dataset of Forward reaction prediction with 1.9M reactions from USPTO patents (1976-2016). Predict the product of the given reaction. (1) Given the reactants [Br:1][C:2]1[CH:3]=[C:4]([N+:15]([O-:17])=[O:16])[CH:5]=[C:6]2[C:11]=1[N:10]=[CH:9][C:8]([C:12]#[N:13])=[C:7]2Cl.[CH:18]1([NH2:23])[CH2:22][CH2:21][CH2:20][CH2:19]1, predict the reaction product. The product is: [Br:1][C:2]1[CH:3]=[C:4]([N+:15]([O-:17])=[O:16])[CH:5]=[C:6]2[C:11]=1[N:10]=[CH:9][C:8]([C:12]#[N:13])=[C:7]2[NH:23][CH:18]1[CH2:22][CH2:21][CH2:20][CH2:19]1. (2) Given the reactants [NH2:1][C:2]1[C:7]([N+:8]([O-:10])=[O:9])=[CH:6][C:5](Br)=[CH:4][C:3]=1[C:12]([CH:14]1[CH2:19][CH2:18][CH2:17][CH2:16][CH2:15]1)=[O:13].B1([C:26]2[CH:31]=[CH:30][CH:29]=[N:28][CH:27]=2)OCCCO1.C([O-])(O)=O.[Na+], predict the reaction product. The product is: [NH2:1][C:2]1[C:7]([N+:8]([O-:10])=[O:9])=[CH:6][C:5]([C:26]2[CH:27]=[N:28][CH:29]=[CH:30][CH:31]=2)=[CH:4][C:3]=1[C:12]([CH:14]1[CH2:19][CH2:18][CH2:17][CH2:16][CH2:15]1)=[O:13].